Dataset: Full USPTO retrosynthesis dataset with 1.9M reactions from patents (1976-2016). Task: Predict the reactants needed to synthesize the given product. (1) Given the product [CH2:6]([N:13]1[C:17]2[N:18]=[C:19]([Cl:3])[CH:20]=[C:21]([C:22]([O:24][CH2:25][CH3:26])=[O:23])[C:16]=2[CH:15]=[N:14]1)[C:7]1[CH:12]=[CH:11][CH:10]=[CH:9][CH:8]=1, predict the reactants needed to synthesize it. The reactants are: P(Cl)(Cl)([Cl:3])=O.[CH2:6]([N:13]1[C:17]2[N:18]=[C:19](O)[CH:20]=[C:21]([C:22]([O:24][CH2:25][CH3:26])=[O:23])[C:16]=2[CH:15]=[N:14]1)[C:7]1[CH:12]=[CH:11][CH:10]=[CH:9][CH:8]=1.C(O)(C)C. (2) Given the product [Cl:15][C:16]1[CH:21]=[C:20]([Cl:22])[CH:19]=[CH:18][C:17]=1[C:2]1[CH:3]=[N:4][CH:5]=[C:6]2[C:11]=1[N:10]=[C:9]([C:12]([NH2:14])=[O:13])[CH:8]=[CH:7]2, predict the reactants needed to synthesize it. The reactants are: Br[C:2]1[CH:3]=[N:4][CH:5]=[C:6]2[C:11]=1[N:10]=[C:9]([C:12]([NH2:14])=[O:13])[CH:8]=[CH:7]2.[Cl:15][C:16]1[CH:21]=[C:20]([Cl:22])[CH:19]=[CH:18][C:17]=1B(O)O.